Dataset: Full USPTO retrosynthesis dataset with 1.9M reactions from patents (1976-2016). Task: Predict the reactants needed to synthesize the given product. (1) Given the product [OH:58][C@@H:53]([C:54]([CH3:57])([CH3:56])[CH3:55])[CH2:52][CH2:51][C:9]1[CH:10]=[C:11]([N:13]2[CH2:18][CH2:17][O:16][CH2:15][CH2:14]2)[CH:12]=[C:4]([CH3:1])[C:5]=1[C:6]([NH2:22])=[O:7], predict the reactants needed to synthesize it. The reactants are: [CH:1]1([C:4]2[CH:12]=[C:11]([N:13]3[CH2:18][CH2:17][O:16][CH2:15][CH2:14]3)[CH:10]=[C:9](C)[C:5]=2[C:6](O)=[O:7])CC1.C([N:22]=C=NCCCN(C)C)C.OC1C2N=NNC=2C=CC=1.C(N(C(C)C)CC)(C)C.N[CH2:51][CH2:52][C@@H:53]([OH:58])[C:54]([CH3:57])([CH3:56])[CH3:55]. (2) Given the product [C:1]([NH:10][C:11]1[S:12][C:13]([C:23]([NH:25][CH2:26][C:27]2[CH:28]=[CH:29][CH:30]=[CH:31][CH:32]=2)=[O:24])=[C:14]([CH2:16][C:17]2[CH:18]=[CH:19][CH:20]=[CH:21][CH:22]=2)[N:15]=1)(=[O:8])[C:2]1[CH:7]=[CH:6][CH:5]=[CH:4][CH:3]=1, predict the reactants needed to synthesize it. The reactants are: [C:1](Cl)(=[O:8])[C:2]1[CH:7]=[CH:6][CH:5]=[CH:4][CH:3]=1.[NH2:10][C:11]1[S:12][C:13]([C:23]([NH:25][CH2:26][C:27]2[CH:32]=[CH:31][CH:30]=[CH:29][CH:28]=2)=[O:24])=[C:14]([CH2:16][C:17]2[CH:22]=[CH:21][CH:20]=[CH:19][CH:18]=2)[N:15]=1. (3) Given the product [CH:32]1([O:21][C:17]2[CH:16]=[C:15]3[C:20]([C:12]([C:10]([NH:9][CH2:8][C:4]4[CH:5]=[N:6][CH:7]=[C:2]([F:1])[CH:3]=4)=[O:11])=[C:13]([CH:29]([CH3:31])[CH3:30])[N:14]3[CH2:22][C:23]3[CH:24]=[N:25][CH:26]=[CH:27][CH:28]=3)=[CH:19][CH:18]=2)[CH2:36][CH2:35][CH2:34][CH2:33]1, predict the reactants needed to synthesize it. The reactants are: [F:1][C:2]1[CH:3]=[C:4]([CH2:8][NH:9][C:10]([C:12]2[C:20]3[C:15](=[CH:16][C:17]([OH:21])=[CH:18][CH:19]=3)[N:14]([CH2:22][C:23]3[CH:24]=[N:25][CH:26]=[CH:27][CH:28]=3)[C:13]=2[CH:29]([CH3:31])[CH3:30])=[O:11])[CH:5]=[N:6][CH:7]=1.[CH:32]1(I)[CH2:36][CH2:35][CH2:34][CH2:33]1. (4) Given the product [CH3:15][O:14][C:6]1[CH:5]=[C:4]2[C:9]([CH:10]=[C:11]([CH:12]=[O:13])[C:2]([C:21]3[S:22][CH:23]=[CH:24][N:25]=3)=[N:3]2)=[CH:8][CH:7]=1, predict the reactants needed to synthesize it. The reactants are: Cl[C:2]1[C:11]([CH:12]=[O:13])=[CH:10][C:9]2[C:4](=[CH:5][C:6]([O:14][CH3:15])=[CH:7][CH:8]=2)[N:3]=1.C([Sn](CCCC)(CCCC)[C:21]1[S:22][CH:23]=[CH:24][N:25]=1)CCC.CN(C=O)C.[F-].[K+]. (5) Given the product [F:24][C:23]1[CH:22]=[CH:21][CH:20]=[C:19]([F:25])[C:18]=1[N:9]1[C:10]2[CH:15]=[CH:14][N:13]=[C:12]([O:16][CH3:17])[C:11]=2[C:7]([C:36]2[CH:37]=[C:38]([C:41]([O:43][CH3:44])=[O:42])[S:39][CH:40]=2)=[N:8]1, predict the reactants needed to synthesize it. The reactants are: FC(F)(F)S(O[C:7]1[C:11]2[C:12]([O:16][CH3:17])=[N:13][CH:14]=[CH:15][C:10]=2[N:9]([C:18]2[C:23]([F:24])=[CH:22][CH:21]=[CH:20][C:19]=2[F:25])[N:8]=1)(=O)=O.CC1(C)C(C)(C)OB([C:36]2[CH:37]=[C:38]([C:41]([O:43][CH3:44])=[O:42])[S:39][CH:40]=2)O1.C(=O)([O-])[O-].[K+].[K+]. (6) The reactants are: [Br:1][C:2]1[CH:7]=[CH:6][C:5]([O:8][CH2:9][C:10]#[N:11])=[CH:4][CH:3]=1.CSC.Cl. Given the product [Br:1][C:2]1[CH:3]=[CH:4][C:5]([O:8][CH2:9][CH2:10][NH2:11])=[CH:6][CH:7]=1, predict the reactants needed to synthesize it. (7) Given the product [C:1](=[O:4])([S:3][CH2:11][C@@H:12]([NH:17][C:18]1[C:23]([F:24])=[CH:22][N:21]=[C:20]([Cl:25])[N:19]=1)[C:13]([CH3:16])([CH3:14])[CH3:15])[CH3:2], predict the reactants needed to synthesize it. The reactants are: [C:1]([O-:4])(=[S:3])[CH3:2].[K+].CS(O[CH2:11][C@@H:12]([NH:17][C:18]1[C:23]([F:24])=[CH:22][N:21]=[C:20]([Cl:25])[N:19]=1)[C:13]([CH3:16])([CH3:15])[CH3:14])(=O)=O.O.